Dataset: Forward reaction prediction with 1.9M reactions from USPTO patents (1976-2016). Task: Predict the product of the given reaction. The product is: [Cl:8][C:5]1[CH:6]=[CH:7][C:2]([CH:9]([CH3:11])[CH3:10])=[N:3][CH:4]=1. Given the reactants Cl[C:2]1[CH:7]=[CH:6][C:5]([Cl:8])=[CH:4][N:3]=1.[CH:9]([Mg]Cl)([CH3:11])[CH3:10], predict the reaction product.